The task is: Predict the product of the given reaction.. This data is from Forward reaction prediction with 1.9M reactions from USPTO patents (1976-2016). (1) The product is: [CH2:33]([O:32][CH2:31][C@H:13]([NH:12][C:9](=[O:11])[CH2:8][N:5]1[CH2:4][CH2:3][S:2][CH2:7][CH2:6]1)[C:14]([NH:16][C:17]1[CH:22]=[CH:21][C:20]([O:23][C:24]2[CH:29]=[CH:28][C:27]([F:30])=[CH:26][CH:25]=2)=[CH:19][CH:18]=1)=[O:15])[C:34]1[CH:39]=[CH:38][CH:37]=[CH:36][CH:35]=1. Given the reactants Cl.[S:2]1[CH2:7][CH2:6][N:5]([CH2:8][C:9]([OH:11])=O)[CH2:4][CH2:3]1.[NH2:12][C@@H:13]([CH2:31][O:32][CH2:33][C:34]1[CH:39]=[CH:38][CH:37]=[CH:36][CH:35]=1)[C:14]([NH:16][C:17]1[CH:22]=[CH:21][C:20]([O:23][C:24]2[CH:29]=[CH:28][C:27]([F:30])=[CH:26][CH:25]=2)=[CH:19][CH:18]=1)=[O:15], predict the reaction product. (2) The product is: [CH:13]1([C:16]([C:9]2[C:8]3[C:12](=[C:4]([CH2:3][S:2][CH3:1])[CH:5]=[CH:6][CH:7]=3)[NH:11][CH:10]=2)([C:19]2[CH:20]=[CH:21][C:22]([C:25]([F:26])([F:27])[F:28])=[CH:23][CH:24]=2)[CH3:17])[CH2:15][CH2:14]1. Given the reactants [CH3:1][S:2][CH2:3][C:4]1[CH:5]=[CH:6][CH:7]=[C:8]2[C:12]=1[NH:11][CH:10]=[CH:9]2.[CH:13]1([C:16]([C:19]2[CH:24]=[CH:23][C:22]([C:25]([F:28])([F:27])[F:26])=[CH:21][CH:20]=2)(O)[CH3:17])[CH2:15][CH2:14]1.ClC1C=CC(C(C2C3C(=C(CSC)C=CC=3)NC=2)(C2CC2)C)=CC=1, predict the reaction product. (3) Given the reactants [CH2:1]([O:3][C:4](=[O:28])[CH2:5][C:6]1[NH:7][C:8]2[C:13]([C:14]=1[S:15][C:16]([CH3:19])([CH3:18])[CH3:17])=[CH:12][C:11]([CH2:20][O:21][C:22]1[CH:27]=[CH:26][CH:25]=[CH:24][N:23]=1)=[CH:10][CH:9]=2)[CH3:2].Br[CH2:30][C:31]1[CH:36]=[CH:35][C:34]([C:37]2[CH:42]=[CH:41][C:40]([C:43]([F:46])([F:45])[F:44])=[CH:39][N:38]=2)=[CH:33][CH:32]=1, predict the reaction product. The product is: [CH2:1]([O:3][C:4](=[O:28])[CH:5]([C:6]1[NH:7][C:8]2[C:13]([C:14]=1[S:15][C:16]([CH3:19])([CH3:18])[CH3:17])=[CH:12][C:11]([CH2:20][O:21][C:22]1[CH:27]=[CH:26][CH:25]=[CH:24][N:23]=1)=[CH:10][CH:9]=2)[CH2:30][C:31]1[CH:32]=[CH:33][C:34]([C:37]2[CH:42]=[CH:41][C:40]([C:43]([F:46])([F:44])[F:45])=[CH:39][N:38]=2)=[CH:35][CH:36]=1)[CH3:2]. (4) Given the reactants [NH:1]([C:3]1[CH:10]=[CH:9][C:6]([C:7]#[N:8])=[CH:5][N:4]=1)N.[CH3:11][O:12][C:13]1[CH:18]=[CH:17][C:16]([C:19](=O)[CH2:20][C:21]2[CH:26]=[CH:25][CH:24]=[CH:23][CH:22]=2)=[CH:15][CH:14]=1, predict the reaction product. The product is: [CH3:11][O:12][C:13]1[CH:18]=[CH:17][C:16]([C:19]2[C:10]3[C:3](=[N:4][CH:5]=[C:6]([C:7]#[N:8])[CH:9]=3)[NH:1][C:20]=2[C:21]2[CH:26]=[CH:25][CH:24]=[CH:23][CH:22]=2)=[CH:15][CH:14]=1.